Dataset: Forward reaction prediction with 1.9M reactions from USPTO patents (1976-2016). Task: Predict the product of the given reaction. (1) Given the reactants C1C[CH2:5][CH:4]([N:7]=[C:8]=NC2CCCCC2)[CH2:3][CH2:2]1.C1C=CC2N([OH:25])N=NC=2C=1.[CH3:26][NH:27][C:28](=[S:31])[NH:29][NH2:30], predict the reaction product. The product is: [CH3:26][N:27]1[C:2]([C:3]2[O:25][CH:8]=[N:7][C:4]=2[CH3:5])=[N:30][NH:29][C:28]1=[S:31]. (2) The product is: [F:34][C:28]1[C:29]([F:33])=[CH:30][CH:31]=[CH:32][C:27]=1[C:25]1[N:26]=[C:21]2[CH:20]=[N:19][N:18]([CH2:17][C:15]3[O:14][N:13]=[C:12]([C:10]4[CH:9]=[CH:8][C:7]([O:35][CH2:36][CH2:37][CH3:38])=[C:6]([CH:11]=4)[C:5]([OH:39])=[O:4])[CH:16]=3)[CH:23]=[C:22]2[N:24]=1. Given the reactants C([O:4][C:5](=[O:39])[C:6]1[CH:11]=[C:10]([C:12]2[CH:16]=[C:15]([CH2:17][N:18]3[CH:23]=[C:22]4[N:24]=[C:25]([C:27]5[CH:32]=[CH:31][CH:30]=[C:29]([F:33])[C:28]=5[F:34])[N:26]=[C:21]4[CH:20]=[N:19]3)[O:14][N:13]=2)[CH:9]=[CH:8][C:7]=1[O:35][CH2:36][CH2:37][CH3:38])CC.Cl, predict the reaction product. (3) Given the reactants [F:1][C:2]([F:31])([F:30])[CH2:3][O:4][CH2:5][CH2:6][O:7][CH2:8][CH2:9][O:10][CH2:11][CH2:12][O:13][CH2:14][CH2:15][O:16][CH2:17][CH2:18][O:19][CH2:20][CH2:21][O:22]CC1C=CC=CC=1.C(O)(=O)C, predict the reaction product. The product is: [F:1][C:2]([F:30])([F:31])[CH2:3][O:4][CH2:5][CH2:6][O:7][CH2:8][CH2:9][O:10][CH2:11][CH2:12][O:13][CH2:14][CH2:15][O:16][CH2:17][CH2:18][O:19][CH2:20][CH2:21][OH:22]. (4) Given the reactants [CH2:1]([S:3][C:4]1[NH:9][C:8](=[O:10])[CH:7]=[C:6]([CH3:11])[N:5]=1)[CH3:2].Br[CH2:13][C:14]1[CH:19]=[CH:18][C:17]([C:20]2[C:21]([C:26]#[N:27])=[CH:22][CH:23]=[CH:24][CH:25]=2)=[CH:16][CH:15]=1.C(=O)([O-])[O-].[K+].[K+], predict the reaction product. The product is: [CH2:1]([S:3][C:4]1[N:9]([CH2:13][C:14]2[CH:15]=[CH:16][C:17]([C:20]3[C:21]([C:26]#[N:27])=[CH:22][CH:23]=[CH:24][CH:25]=3)=[CH:18][CH:19]=2)[C:8](=[O:10])[CH:7]=[C:6]([CH3:11])[N:5]=1)[CH3:2]. (5) Given the reactants [F:1][C:2]1[CH:3]=[C:4]([CH:15]=[CH:16][C:17]=1[F:18])[O:5][CH:6]1[CH2:11][CH2:10][N:9]([CH2:12][CH2:13][NH2:14])[CH2:8][CH2:7]1.[F:19][C:20]([F:31])([F:30])[C:21](O[C:21](=[O:22])[C:20]([F:31])([F:30])[F:19])=[O:22], predict the reaction product. The product is: [F:1][C:2]1[CH:3]=[C:4]([CH:15]=[CH:16][C:17]=1[F:18])[O:5][CH:6]1[CH2:7][CH2:8][N:9]([CH2:12][CH2:13][NH:14][C:21](=[O:22])[C:20]([F:31])([F:30])[F:19])[CH2:10][CH2:11]1. (6) Given the reactants [N+:1]([C:4]1[CH:13]=[CH:12][C:7]2[S:8][CH2:9][CH2:10][NH:11][C:6]=2[CH:5]=1)([O-:3])=[O:2].[Cl:14][CH2:15][C:16](Cl)=[O:17], predict the reaction product. The product is: [Cl:14][CH2:15][C:16]([N:11]1[CH2:10][CH2:9][S:8][C:7]2[CH:12]=[CH:13][C:4]([N+:1]([O-:3])=[O:2])=[CH:5][C:6]1=2)=[O:17]. (7) Given the reactants [CH3:1][Si:2]([C:5]#[CH:6])([CH3:4])[CH3:3].Br[C:8]1[CH:16]=[CH:15][C:11]2[N:12]=[CH:13][S:14][C:10]=2[CH:9]=1, predict the reaction product. The product is: [CH3:1][Si:2]([C:5]#[C:6][C:8]1[CH:16]=[CH:15][C:11]2[N:12]=[CH:13][S:14][C:10]=2[CH:9]=1)([CH3:4])[CH3:3]. (8) Given the reactants F[C:2](F)(F)[C:3]([O-])=[O:4].[CH2:8]([C:10]1[C:15](=[O:16])[NH:14][N:13]=[C:12]([CH2:17][C:18]2[CH:19]=[CH:20][C:21]([F:33])=[C:22]([CH:32]=2)[C:23]([N:25]2[CH2:31][CH2:30][CH2:29][NH2+:28][CH2:27][CH2:26]2)=[O:24])[CH:11]=1)[CH3:9].CCN(C(C)C)C(C)C.C(Cl)(C)=O.[Li+].[OH-], predict the reaction product. The product is: [C:3]([N:28]1[CH2:29][CH2:30][CH2:31][N:25]([C:23]([C:22]2[CH:32]=[C:18]([CH:19]=[CH:20][C:21]=2[F:33])[CH2:17][C:12]2[CH:11]=[C:10]([CH2:8][CH3:9])[C:15](=[O:16])[NH:14][N:13]=2)=[O:24])[CH2:26][CH2:27]1)(=[O:4])[CH3:2].